This data is from Catalyst prediction with 721,799 reactions and 888 catalyst types from USPTO. The task is: Predict which catalyst facilitates the given reaction. (1) Reactant: C(OC(=O)[NH:7][CH2:8][C:9]1[CH:14]=[CH:13][C:12]([Cl:15])=[CH:11][C:10]=1[CH2:16][NH:17][C:18]([C@@H:20]1[CH2:24][CH2:23][CH2:22][N:21]1[C:25]([C:27]1[NH:28][C:29]([C:32]([F:35])([F:34])[F:33])=[CH:30][CH:31]=1)=[O:26])=[O:19])(C)(C)C.C(O)(C(F)(F)F)=O. Product: [NH2:7][CH2:8][C:9]1[CH:14]=[CH:13][C:12]([Cl:15])=[CH:11][C:10]=1[CH2:16][NH:17][C:18]([C@@H:20]1[CH2:24][CH2:23][CH2:22][N:21]1[C:25]([C:27]1[NH:28][C:29]([C:32]([F:34])([F:35])[F:33])=[CH:30][CH:31]=1)=[O:26])=[O:19]. The catalyst class is: 34. (2) Product: [CH3:1][N:2]([CH3:27])[C:3]1[CH:4]=[CH:5][C:6]([N:9]2[CH2:10][CH2:11][CH:12]([NH:15][CH3:16])[CH2:13][CH2:14]2)=[CH:7][N:8]=1. The catalyst class is: 5. Reactant: [CH3:1][N:2]([CH3:27])[C:3]1[N:8]=[CH:7][C:6]([N:9]2[CH2:14][CH2:13][CH:12]([N:15](C)[C:16](=O)OCC3C=CC=CC=3)[CH2:11][CH2:10]2)=[CH:5][CH:4]=1.